Predict the reaction yield, written as a fraction of the theoretical maximum amount of product (1.0 means a 100% yield; for example, 0.34 means a 34% yield). From a dataset of Reaction yield outcomes from USPTO patents with 853,638 reactions. (1) The reactants are [NH2:1][C:2]1[C:11]([F:12])=[C:10]([F:13])[C:9]2[O:14][CH2:15][C@H:16]([CH3:17])[N:7]3[C:8]=2[C:3]=1[C:4](=[O:21])[C:5]([C:18]([NH2:20])=O)=[CH:6]3.C(N(CC)CC)C.O=P(Cl)(Cl)Cl.N#N. The catalyst is C(Cl)Cl. The product is [NH2:1][C:2]1[C:11]([F:12])=[C:10]([F:13])[C:9]2[O:14][CH2:15][C@H:16]([CH3:17])[N:7]3[C:8]=2[C:3]=1[C:4](=[O:21])[C:5]([C:18]#[N:20])=[CH:6]3. The yield is 0.820. (2) The reactants are C([O:7][C:8]1[C:9]([CH3:28])=[C:10]2[N:15]([CH:16]=1)[N:14]=[CH:13][N:12]=[C:11]2[O:17][C:18]1[CH:23]=[CH:22][C:21]([N+:24]([O-:26])=[O:25])=[CH:20][C:19]=1[F:27])(=O)C(C)(C)C.[OH-].[Na+]. The catalyst is C1COCC1.CO.O. The product is [F:27][C:19]1[CH:20]=[C:21]([N+:24]([O-:26])=[O:25])[CH:22]=[CH:23][C:18]=1[O:17][C:11]1[C:10]2=[C:9]([CH3:28])[C:8]([OH:7])=[CH:16][N:15]2[N:14]=[CH:13][N:12]=1. The yield is 0.850. (3) The reactants are CS([C:5]1[O:6][C:7]([C:10]2[CH:11]=[CH:12][C:13]3[O:17][CH:16]=[C:15]([C:18]4[CH:23]=[CH:22][CH:21]=[C:20]([O:24][C:25]([F:28])([F:27])[F:26])[CH:19]=4)[C:14]=3[CH:29]=2)=[N:8][N:9]=1)(=O)=O.[N:30]#[C:31][NH2:32]. No catalyst specified. The product is [F:26][C:25]([F:28])([F:27])[O:24][C:20]1[CH:19]=[C:18]([C:15]2[C:14]3[CH:29]=[C:10]([C:7]4[O:6][C:5]([NH:32][C:31]#[N:30])=[N:9][N:8]=4)[CH:11]=[CH:12][C:13]=3[O:17][CH:16]=2)[CH:23]=[CH:22][CH:21]=1. The yield is 0.240. (4) The reactants are [Br:1][C:2]1[CH:3]=[C:4]([F:11])[C:5]([F:10])=[C:6]([CH:9]=1)[CH:7]=O.[CH3:12][O:13][NH2:14].Cl.C([O-])([O-])=O.[K+].[K+]. The catalyst is COCCOC. The product is [CH3:12][O:13]/[N:14]=[CH:7]/[C:6]1[CH:9]=[C:2]([Br:1])[CH:3]=[C:4]([F:11])[C:5]=1[F:10]. The yield is 0.569. (5) The reactants are [OH-].[Na+].[F:3][C:4]1[CH:13]=[C:12]2[C:7]([CH2:8][CH2:9][CH2:10][N:11]2[C:14]2[C:15]([C:28]3[CH:33]=[CH:32][C:31]([F:34])=[CH:30][CH:29]=3)=[N:16][C:17]3[C:22]([N:23]=2)=[CH:21][C:20]([C:24]([O:26]C)=[O:25])=[CH:19][CH:18]=3)=[CH:6][CH:5]=1. The catalyst is CO.O. The product is [F:3][C:4]1[CH:13]=[C:12]2[C:7]([CH2:8][CH2:9][CH2:10][N:11]2[C:14]2[C:15]([C:28]3[CH:29]=[CH:30][C:31]([F:34])=[CH:32][CH:33]=3)=[N:16][C:17]3[C:22]([N:23]=2)=[CH:21][C:20]([C:24]([OH:26])=[O:25])=[CH:19][CH:18]=3)=[CH:6][CH:5]=1. The yield is 0.740. (6) The reactants are CN.O=C1C2C(=CC=CC=2)C(=O)[N:5]1[CH2:14][C:15]1[CH:23]=[CH:22][CH:21]=[CH:20][C:16]=1[C:17]([OH:19])=[O:18]. The catalyst is CCO. The product is [NH2:5][CH2:14][C:15]1[CH:23]=[CH:22][CH:21]=[CH:20][C:16]=1[C:17]([OH:19])=[O:18]. The yield is 0.810.